From a dataset of Forward reaction prediction with 1.9M reactions from USPTO patents (1976-2016). Predict the product of the given reaction. (1) The product is: [F:1][C:2]1[CH:7]=[CH:6][C:5]([C:8]([N:10]2[CH2:15][CH2:14][CH2:13][C@H:12]([N:26]3[N:27]=[N:28][C:24]([C:19]4[CH:20]=[CH:21][CH:22]=[CH:23][C:18]=4[F:17])=[N:25]3)[CH2:11]2)=[O:9])=[CH:4][CH:3]=1. Given the reactants [F:1][C:2]1[CH:7]=[CH:6][C:5]([C:8]([N:10]2[CH2:15][CH2:14][CH2:13][C@@H:12](O)[CH2:11]2)=[O:9])=[CH:4][CH:3]=1.[F:17][C:18]1[CH:23]=[CH:22][CH:21]=[CH:20][C:19]=1[C:24]1[NH:28][N:27]=[N:26][N:25]=1, predict the reaction product. (2) Given the reactants NC1C=CC(C)=C(N[C:9]2[CH:14]=[C:13]([NH:15][C:16]3[CH:21]=[CH:20][C:19]([F:22])=[C:18]([Cl:23])[CH:17]=3)[N:12]=[CH:11][N:10]=2)C=1.ClC1C=C(C2(N)C=C(Cl)N=CN2)C=CC=1F.[CH3:41][C:42]1[CH:48]=[CH:47][C:46]([N+:49]([O-:51])=[O:50])=[CH:45][C:43]=1[NH2:44].Cl, predict the reaction product. The product is: [Cl:23][C:18]1[CH:17]=[C:16]([NH:15][C:13]2[CH:14]=[C:9]([NH:44][C:43]3[CH:45]=[C:46]([N+:49]([O-:51])=[O:50])[CH:47]=[CH:48][C:42]=3[CH3:41])[N:10]=[CH:11][N:12]=2)[CH:21]=[CH:20][C:19]=1[F:22]. (3) Given the reactants C[O:2][C:3]([C@H:5]1[C@H:9]([C:10]2[CH:15]=[CH:14][CH:13]=[C:12]([Cl:16])[C:11]=2[F:17])[C@:8]([C:20]2[CH:25]=[CH:24][C:23]([Cl:26])=[CH:22][C:21]=2[F:27])([C:18]#[N:19])[C@H:7]([CH2:28][C:29]([CH3:32])([CH3:31])[CH3:30])[N:6]1[CH3:33])=[O:4].[Li+].[OH-], predict the reaction product. The product is: [Cl:16][C:12]1[C:11]([F:17])=[C:10]([C@@H:9]2[C@:8]([C:20]3[CH:25]=[CH:24][C:23]([Cl:26])=[CH:22][C:21]=3[F:27])([C:18]#[N:19])[C@H:7]([CH2:28][C:29]([CH3:31])([CH3:32])[CH3:30])[N:6]([CH3:33])[C@H:5]2[C:3]([OH:4])=[O:2])[CH:15]=[CH:14][CH:13]=1. (4) Given the reactants [F:1][C:2]1[CH:7]=[CH:6][C:5]([F:8])=[CH:4][C:3]=1[C:9](=O)[CH3:10].[NH2:12][C:13]1[S:14]/[C:15](=[CH:19]\[C:20]2[CH:25]=[C:24]([O:26][CH3:27])[C:23]([OH:28])=[C:22]([Cl:29])[CH:21]=2)/[C:16](=[O:18])[N:17]=1, predict the reaction product. The product is: [Cl:29][C:22]1[CH:21]=[C:20](/[CH:19]=[C:15]2/[C:16](=[O:18])[N:17]3[CH:10]=[C:9]([C:3]4[CH:4]=[C:5]([F:8])[CH:6]=[CH:7][C:2]=4[F:1])[N:12]=[C:13]3[S:14]/2)[CH:25]=[C:24]([O:26][CH3:27])[C:23]=1[OH:28]. (5) Given the reactants [CH3:1][O:2][C:3]1[CH:4]=[C:5]2[C:10](=[CH:11][CH:12]=1)[N:9]=[CH:8][N:7]=[C:6]2[CH2:13][CH2:14][CH:15]1[CH2:19]OC2(CCC(O)CC2)[O:16]1, predict the reaction product. The product is: [OH:16][C:15]1([CH2:14][CH2:13][C:6]2[C:5]3[C:10](=[CH:11][CH:12]=[C:3]([O:2][CH3:1])[CH:4]=3)[N:9]=[CH:8][N:7]=2)[CH2:19][CH2:4][C:3](=[O:2])[CH2:12][CH2:11]1. (6) Given the reactants C([NH:5][C:6]1[C:15]([N+:16]([O-:18])=[O:17])=[CH:14][C:9]([C:10]([O:12][CH3:13])=[O:11])=[C:8]([CH2:19][O:20][CH3:21])[CH:7]=1)(C)(C)C.Cl, predict the reaction product. The product is: [NH2:5][C:6]1[C:15]([N+:16]([O-:18])=[O:17])=[CH:14][C:9]([C:10]([O:12][CH3:13])=[O:11])=[C:8]([CH2:19][O:20][CH3:21])[CH:7]=1. (7) Given the reactants [C:1]([C:3]1[CH:4]=[CH:5][C:6]([C:9]([NH:11][C:12]23[C:30](=[O:31])[C:29]4[C:24](=[CH:25][CH:26]=[CH:27][C:28]=4[N+:32]([O-])=O)[C:13]2([OH:35])[O:14][C:15]2[CH:20]=[C:19]([CH:21]([CH3:23])[CH3:22])[CH:18]=[CH:17][C:16]=23)=[O:10])=[N:7][CH:8]=1)#[N:2].C(O)C, predict the reaction product. The product is: [NH2:32][C:28]1[CH:27]=[CH:26][CH:25]=[C:24]2[C:29]=1[C:30](=[O:31])[C:12]1([NH:11][C:9](=[O:10])[C:6]3[CH:5]=[CH:4][C:3]([C:1]#[N:2])=[CH:8][N:7]=3)[C:16]3[CH:17]=[CH:18][C:19]([CH:21]([CH3:22])[CH3:23])=[CH:20][C:15]=3[O:14][C:13]12[OH:35].